Dataset: Full USPTO retrosynthesis dataset with 1.9M reactions from patents (1976-2016). Task: Predict the reactants needed to synthesize the given product. (1) Given the product [F:1][C:2]1[CH:7]=[CH:6][C:5]([CH2:8][C:9]2[CH:18]=[C:17]3[C:12]([C:13]([OH:25])=[C:14]([C:20]([NH:11][C@H:12]([CH3:17])[CH2:13][OH:25])=[O:21])[C:15](=[O:19])[NH:16]3)=[N:11][CH:10]=2)=[CH:4][CH:3]=1, predict the reactants needed to synthesize it. The reactants are: [F:1][C:2]1[CH:7]=[CH:6][C:5]([CH2:8][C:9]2[CH:18]=[C:17]3[C:12]([C:13]([OH:25])=[C:14]([C:20](OCC)=[O:21])[C:15](=[O:19])[NH:16]3)=[N:11][CH:10]=2)=[CH:4][CH:3]=1. (2) Given the product [CH2:1]([N:3]([CH2:11][C:12]1[CH:13]=[N:14][CH:15]=[C:16]([C:19]2[CH:20]=[C:21]3[C:25](=[CH:26][CH:27]=2)[N:24]([CH:28]2[CH2:33][CH2:32][CH2:31][CH2:30][O:29]2)[N:23]=[C:22]3[C:34]2[O:38][CH:37]=[N:36][C:35]=2[CH3:39])[C:17]=1[CH3:18])[C:4](=[O:10])[O:5][C:6]([CH3:9])([CH3:7])[CH3:8])[CH3:2], predict the reactants needed to synthesize it. The reactants are: [CH2:1]([N:3]([CH2:11][C:12]1[CH:13]=[N:14][CH:15]=[C:16]([C:19]2[CH:20]=[C:21]3[C:25](=[CH:26][CH:27]=2)[N:24]([CH:28]2[CH2:33][CH2:32][CH2:31][CH2:30][O:29]2)[N:23]=[C:22]3[C:34]2[O:38][CH:37]=[N:36][CH:35]=2)[C:17]=1[CH3:18])[C:4](=[O:10])[O:5][C:6]([CH3:9])([CH3:8])[CH3:7])[CH3:2].[C:39](OC(=O)N(CC)CC1C=NC=C(C2C=C3C(=CC=2)N(C2CCCCO2)N=C3C=O)C=1C)(C)(C)C.C([O-])([O-])=O.[K+].[K+]. (3) The reactants are: C1(P(C2C=CC=CC=2)C2C=CC=CC=2)C=CC=CC=1.[CH3:20][S:21]([C:24]1[CH:29]=[CH:28][C:27](B(O)O)=[CH:26][CH:25]=1)(=[O:23])=[O:22].Br[C:34]1[CH:39]=[CH:38][C:37]([C:40]2[O:41][C:42]([CH3:54])=[C:43]([CH2:45][CH2:46][N:47]3[CH2:51][CH2:50][C@@H:49]([O:52][CH3:53])[CH2:48]3)[N:44]=2)=[CH:36][CH:35]=1.C(=O)([O-])[O-].[K+].[K+]. Given the product [CH3:53][O:52][C@@H:49]1[CH2:50][CH2:51][N:47]([CH2:46][CH2:45][C:43]2[N:44]=[C:40]([C:37]3[CH:38]=[CH:39][C:34]([C:27]4[CH:28]=[CH:29][C:24]([S:21]([CH3:20])(=[O:23])=[O:22])=[CH:25][CH:26]=4)=[CH:35][CH:36]=3)[O:41][C:42]=2[CH3:54])[CH2:48]1, predict the reactants needed to synthesize it. (4) The reactants are: CN(C)CCCN=C=NCC.[NH2:12][C:13]1[CH:18]=[CH:17][C:16]([NH:19][C:20](=[O:28])[CH2:21][C:22]2[CH:27]=[CH:26][CH:25]=[CH:24][N:23]=2)=[CH:15][CH:14]=1.[CH3:29][C:30]1[CH:38]=[CH:37][C:33]([C:34](O)=[O:35])=[C:32]([N:39]2[CH2:44][CH2:43][CH:42]([CH3:45])[CH2:41][CH2:40]2)[CH:31]=1.O.ON1C2C=CC=CC=2N=N1. Given the product [CH3:29][C:30]1[CH:38]=[CH:37][C:33]([C:34]([NH:12][C:13]2[CH:14]=[CH:15][C:16]([NH:19][C:20](=[O:28])[CH2:21][C:22]3[CH:27]=[CH:26][CH:25]=[CH:24][N:23]=3)=[CH:17][CH:18]=2)=[O:35])=[C:32]([N:39]2[CH2:44][CH2:43][CH:42]([CH3:45])[CH2:41][CH2:40]2)[CH:31]=1, predict the reactants needed to synthesize it.